Dataset: Forward reaction prediction with 1.9M reactions from USPTO patents (1976-2016). Task: Predict the product of the given reaction. (1) Given the reactants C(N(CC)CC)C.[C:8]([C:12]1[CH:13]=[C:14]([C:23](=[O:25])[CH3:24])[CH:15]=[C:16]([N:20]([CH3:22])[CH3:21])[C:17]=1[O:18][CH3:19])([CH3:11])([CH3:10])[CH3:9].[Br:26]N1C(=O)CCC1=O.C(OCC)(=O)C, predict the reaction product. The product is: [Br:26][CH2:24][C:23]([C:14]1[CH:15]=[C:16]([N:20]([CH3:22])[CH3:21])[C:17]([O:18][CH3:19])=[C:12]([C:8]([CH3:11])([CH3:9])[CH3:10])[CH:13]=1)=[O:25]. (2) Given the reactants CON(C)[C:4]([C:6]1[C:15](=[O:16])[C:14]2[C:9](=[CH:10][CH:11]=[CH:12][CH:13]=2)[N:8]([CH2:17][C:18]2[CH:23]=[CH:22][CH:21]=[C:20]([Br:24])[N:19]=2)[CH:7]=1)=[O:5].[CH2:26]1[CH2:30][O:29][CH2:28][CH2:27]1, predict the reaction product. The product is: [Br:24][C:20]1[N:19]=[C:18]([CH2:17][N:8]2[C:9]3[C:14](=[CH:13][CH:12]=[CH:11][CH:10]=3)[C:15](=[O:16])[C:6]([C:4](=[O:5])[C:4]3[CH:27]=[CH:26][C:30]([O:29][CH3:28])=[CH:7][C:6]=3[CH3:15])=[CH:7]2)[CH:23]=[CH:22][CH:21]=1. (3) The product is: [I-:26].[CH2:14]([O:13][C:12]([NH:11][C:8]([CH3:10])([CH3:9])[CH2:7][C:6]([N:5]([CH2:4][CH2:3][N+:2]([CH3:25])([CH3:1])[CH3:24])[CH3:23])=[O:22])=[O:21])[C:15]1[CH:20]=[CH:19][CH:18]=[CH:17][CH:16]=1. Given the reactants [CH3:1][N:2]([CH3:24])[CH2:3][CH2:4][N:5]([CH3:23])[C:6](=[O:22])[CH2:7][C:8]([NH:11][C:12](=[O:21])[O:13][CH2:14][C:15]1[CH:20]=[CH:19][CH:18]=[CH:17][CH:16]=1)([CH3:10])[CH3:9].[CH3:25][I:26], predict the reaction product. (4) Given the reactants Cl[CH2:2][CH2:3][C:4]1[CH:9]=[CH:8][C:7]([F:10])=[CH:6][N:5]=1.[NH:11]1[CH2:16][CH2:15][NH:14][CH2:13][C:12]1=[O:17], predict the reaction product. The product is: [F:10][C:7]1[CH:8]=[CH:9][C:4]([CH2:3][CH2:2][N:14]2[CH2:15][CH2:16][NH:11][C:12](=[O:17])[CH2:13]2)=[N:5][CH:6]=1. (5) Given the reactants [CH3:1][N:2]1[C:6](C2C=NC3C4C=CC(C(OC)=O)=CC=4NC=3C=2)=[C:5]([CH3:24])[N:4]=[N:3]1.Br[C:26]1[CH:38]=[N:37][C:36]2[C:35]3[C:34]([F:39])=[CH:33][C:32]([S:40]([CH3:43])(=[O:42])=[O:41])=[CH:31][C:30]=3[N:29]([C@@H:44]([CH:51]3[CH2:56][CH2:55][O:54][CH2:53][CH2:52]3)[C:45]3[CH:50]=[CH:49][CH:48]=[CH:47][CH:46]=3)[C:28]=2[CH:27]=1, predict the reaction product. The product is: [F:39][C:34]1[C:35]2[C:36]3[N:37]=[CH:38][C:26]([C:6]4[N:2]([CH3:1])[N:3]=[N:4][C:5]=4[CH3:24])=[CH:27][C:28]=3[N:29]([C@@H:44]([CH:51]3[CH2:56][CH2:55][O:54][CH2:53][CH2:52]3)[C:45]3[CH:50]=[CH:49][CH:48]=[CH:47][CH:46]=3)[C:30]=2[CH:31]=[C:32]([S:40]([CH3:43])(=[O:41])=[O:42])[CH:33]=1. (6) Given the reactants [F-].[K+].[O:3]1[CH:7]=[C:6](B2OC(C)(C)C(C)(C)O2)[CH:5]=[N:4]1.Br[C:18]1[CH:24]=[C:23]([F:25])[C:21]([NH2:22])=[C:20]([F:26])[CH:19]=1, predict the reaction product. The product is: [F:25][C:23]1[CH:24]=[C:18]([C:6]2[CH:5]=[N:4][O:3][CH:7]=2)[CH:19]=[C:20]([F:26])[C:21]=1[NH2:22]. (7) Given the reactants [OH:1][CH2:2][C:3]1[CH:8]=[CH:7][C:6]([NH:9][C:10](=[O:38])[CH2:11][O:12][C:13]2[CH:14]=[C:15]([C@@H:19]([NH:26][C:27](=[O:37])[O:28][C@@H:29]3[CH:34]4[CH2:35][CH2:36][N:31]([CH2:32][CH2:33]4)[CH2:30]3)[C:20]3[CH:25]=[CH:24][CH:23]=[CH:22][CH:21]=3)[CH:16]=[CH:17][CH:18]=2)=[CH:5][CH:4]=1, predict the reaction product. The product is: [CH:2]([C:3]1[CH:4]=[CH:5][C:6]([NH:9][C:10](=[O:38])[CH2:11][O:12][C:13]2[CH:14]=[C:15]([C@@H:19]([NH:26][C:27](=[O:37])[O:28][C@@H:29]3[CH:34]4[CH2:33][CH2:32][N:31]([CH2:36][CH2:35]4)[CH2:30]3)[C:20]3[CH:25]=[CH:24][CH:23]=[CH:22][CH:21]=3)[CH:16]=[CH:17][CH:18]=2)=[CH:7][CH:8]=1)=[O:1]. (8) Given the reactants [CH3:1][C:2]([CH3:36])([CH3:35])[CH:3]([C:20]1[CH:34]=[CH:33][C:23]([C:24]([NH:26][CH2:27][CH2:28][C:29]([O:31]C)=[O:30])=[O:25])=[CH:22][CH:21]=1)[NH:4][C:5]1[CH:6]=[N:7][C:8]([N:11]2[CH:15]=[C:14]([C:16]([F:19])([F:18])[F:17])[CH:13]=[N:12]2)=[CH:9][CH:10]=1.C1COCC1.[OH-].[Na+], predict the reaction product. The product is: [CH3:1][C:2]([CH3:36])([CH3:35])[CH:3]([C:20]1[CH:34]=[CH:33][C:23]([C:24]([NH:26][CH2:27][CH2:28][C:29]([OH:31])=[O:30])=[O:25])=[CH:22][CH:21]=1)[NH:4][C:5]1[CH:6]=[N:7][C:8]([N:11]2[CH:15]=[C:14]([C:16]([F:17])([F:18])[F:19])[CH:13]=[N:12]2)=[CH:9][CH:10]=1.